From a dataset of Reaction yield outcomes from USPTO patents with 853,638 reactions. Predict the reaction yield, written as a fraction of the theoretical maximum amount of product (1.0 means a 100% yield; for example, 0.34 means a 34% yield). (1) The reactants are [CH3:1][O:2][CH2:3][CH2:4][O:5][C:6]1[CH:11]=[CH:10][C:9](/[CH:12]=[CH:13]/[C:14](O)=[O:15])=[C:8]([O:17][C:18]2[CH:23]=[C:22]([C:24]([F:27])([F:26])[F:25])[CH:21]=[CH:20][C:19]=2[N+:28]([O-:30])=[O:29])[CH:7]=1.Cl.C(N=C=NCCCN(C)C)C.[CH2:43]([S:48]([NH2:51])(=[O:50])=[O:49])[CH2:44][CH2:45][CH2:46][CH3:47].O. The catalyst is C(#N)C.CN(C)C1C=CN=CC=1. The product is [CH3:1][O:2][CH2:3][CH2:4][O:5][C:6]1[CH:11]=[CH:10][C:9](/[CH:12]=[CH:13]/[C:14]([NH:51][S:48]([CH2:43][CH2:44][CH2:45][CH2:46][CH3:47])(=[O:50])=[O:49])=[O:15])=[C:8]([O:17][C:18]2[CH:23]=[C:22]([C:24]([F:25])([F:27])[F:26])[CH:21]=[CH:20][C:19]=2[N+:28]([O-:30])=[O:29])[CH:7]=1. The yield is 0.130. (2) The reactants are [C:1]([C:3]1[N:8]=[CH:7][C:6]([C:9]2(O)[CH2:14][CH2:13][N:12]([C:15]([O:17][C:18]([CH3:21])([CH3:20])[CH3:19])=[O:16])[CH2:11][CH2:10]2)=[CH:5][CH:4]=1)#[N:2].O=P(Cl)(Cl)Cl. The catalyst is N1C=CC=CC=1. The product is [C:1]([C:3]1[N:8]=[CH:7][C:6]([C:9]2[CH2:14][CH2:13][N:12]([C:15]([O:17][C:18]([CH3:21])([CH3:20])[CH3:19])=[O:16])[CH2:11][CH:10]=2)=[CH:5][CH:4]=1)#[N:2]. The yield is 0.460. (3) The reactants are OS(O)(=O)=O.[OH:6][CH2:7][C:8]([CH2:19][OH:20])([C:14]([O:16][CH2:17][CH3:18])=[O:15])[C:9]([O:11][CH2:12][CH3:13])=[O:10].[C:21](OCC)(OCC)([O:23][CH2:24][CH3:25])[CH3:22].C([O-])(O)=O.[Na+]. The catalyst is C1COCC1. The product is [CH2:21]([O:23][C:24]1([CH3:25])[O:6][CH2:7][C:8]([C:9]([O:11][CH2:12][CH3:13])=[O:10])([C:14]([O:16][CH2:17][CH3:18])=[O:15])[CH2:19][O:20]1)[CH3:22]. The yield is 0.890. (4) The reactants are [N:1]1([C:7]([O:9][C:10]([CH3:13])([CH3:12])[CH3:11])=[O:8])[CH2:6][CH2:5][NH:4][CH2:3][CH2:2]1.[Cl:14][C:15]1[CH:16]=[C:17]([CH:20]=[CH:21][C:22]=1F)[C:18]#[N:19].C([O-])([O-])=O.[K+].[K+]. No catalyst specified. The product is [Cl:14][C:15]1[CH:16]=[C:17]([C:18]#[N:19])[CH:20]=[CH:21][C:22]=1[N:4]1[CH2:5][CH2:6][N:1]([C:7]([O:9][C:10]([CH3:13])([CH3:12])[CH3:11])=[O:8])[CH2:2][CH2:3]1. The yield is 0.790. (5) The reactants are [CH2:1]([O:3][C:4]1[CH:9]=[CH:8][CH:7]=[C:6](F)[CH:5]=1)[CH3:2].C[Si]([N-][Si](C)(C)C)(C)C.[K+].[C:21](#[N:25])[CH:22]([CH3:24])[CH3:23]. The catalyst is C1(C)C=CC=CC=1.C(OCC)(=O)C.Cl. The product is [CH2:1]([O:3][C:4]1[CH:5]=[C:6]([C:22]([CH3:24])([CH3:23])[C:21]#[N:25])[CH:7]=[CH:8][CH:9]=1)[CH3:2]. The yield is 0.800. (6) The reactants are [OH:1][C:2]1[C:11]2[C:6](=[CH:7][CH:8]=[CH:9][CH:10]=2)[C:5]([CH3:17])([CH2:12][CH2:13][CH:14]([CH3:16])[CH3:15])[C:4](=[O:18])[C:3]=1[C:19]1[NH:24][C:23]2[CH:25]=[CH:26][C:27]([NH:29]C(=O)OC(C)(C)C)=[CH:28][C:22]=2[S:21](=[O:38])(=[O:37])[N:20]=1.[ClH:39]. The catalyst is O1CCOCC1. The product is [ClH:39].[NH2:29][C:27]1[CH:26]=[CH:25][C:23]2[NH:24][C:19]([C:3]3[C:4](=[O:18])[C:5]([CH3:17])([CH2:12][CH2:13][CH:14]([CH3:16])[CH3:15])[C:6]4[C:11]([C:2]=3[OH:1])=[CH:10][CH:9]=[CH:8][CH:7]=4)=[N:20][S:21](=[O:38])(=[O:37])[C:22]=2[CH:28]=1. The yield is 0.840. (7) The reactants are [NH2:1][C:2]1[CH:7]=[CH:6][C:5]([OH:8])=[CH:4][CH:3]=1.CC(C)([O-])C.[K+].Cl[C:16]1[CH:21]=[CH:20][N:19]=[C:18]([C:22](=[O:32])[NH:23][CH2:24][CH2:25][N:26]2[CH2:31][CH2:30][O:29][CH2:28][CH2:27]2)[CH:17]=1.C([O-])([O-])=O.[K+].[K+]. The catalyst is CN(C=O)C. The product is [N:26]1([CH2:25][CH2:24][NH:23][C:22]([C:18]2([O:8][C:5]3[CH:6]=[CH:7][C:2]([NH2:1])=[CH:3][CH:4]=3)[CH:17]=[CH:16][CH:21]=[CH:20][NH:19]2)=[O:32])[CH2:31][CH2:30][O:29][CH2:28][CH2:27]1. The yield is 0.650. (8) The reactants are Br[CH2:2][C:3]1[N:13]([CH2:14][CH2:15][CH:16]2[CH2:21][CH2:20][CH2:19][CH2:18][CH2:17]2)[C:6]2[N:7]=[C:8]([C:11]#[N:12])[N:9]=[CH:10][C:5]=2[CH:4]=1.[C:22]([O:26][C:27]([N:29]1[CH2:33][CH2:32][C:31]2([CH2:38][CH2:37][NH:36][CH2:35][CH2:34]2)[CH2:30]1)=[O:28])([CH3:25])([CH3:24])[CH3:23].C(=O)([O-])[O-].[K+].[K+]. The catalyst is CN(C=O)C.O. The product is [C:22]([O:26][C:27]([N:29]1[CH2:33][CH2:32][C:31]2([CH2:38][CH2:37][N:36]([CH2:2][C:3]3[N:13]([CH2:14][CH2:15][CH:16]4[CH2:21][CH2:20][CH2:19][CH2:18][CH2:17]4)[C:6]4[N:7]=[C:8]([C:11]#[N:12])[N:9]=[CH:10][C:5]=4[CH:4]=3)[CH2:35][CH2:34]2)[CH2:30]1)=[O:28])([CH3:25])([CH3:23])[CH3:24]. The yield is 0.710.